Dataset: Full USPTO retrosynthesis dataset with 1.9M reactions from patents (1976-2016). Task: Predict the reactants needed to synthesize the given product. (1) Given the product [CH3:16][C:12]([C:17]1[O:18][C:19]([CH3:22])=[CH:20][CH:21]=1)([CH3:11])[CH2:13][CH:14]=[O:15], predict the reactants needed to synthesize it. The reactants are: C(Cl)(=O)C(Cl)=O.CS(C)=O.[CH3:11][C:12]([C:17]1[O:18][C:19]([CH3:22])=[CH:20][CH:21]=1)([CH3:16])[CH2:13][CH2:14][OH:15].C(N(CC)CC)C. (2) Given the product [Br:1][C:2]1[CH:3]=[C:4]([CH:12]=[C:13]([CH2:15][O:16][S:18]([CH3:17])(=[O:20])=[O:19])[CH:14]=1)[C:5]([O:7][C:8]([CH3:11])([CH3:10])[CH3:9])=[O:6], predict the reactants needed to synthesize it. The reactants are: [Br:1][C:2]1[CH:3]=[C:4]([CH:12]=[C:13]([CH2:15][OH:16])[CH:14]=1)[C:5]([O:7][C:8]([CH3:11])([CH3:10])[CH3:9])=[O:6].[CH3:17][S:18](Cl)(=[O:20])=[O:19].C(N(CC)CC)C. (3) Given the product [F:19][C:16]1[CH:15]=[CH:14][C:13]([C:12]2[C:3]([NH:2][C:31](=[O:38])[C:32]3[CH:37]=[CH:36][CH:35]=[CH:34][CH:33]=3)=[C:4]3[C:9](=[C:10]([OH:20])[CH:11]=2)[N:8]=[CH:7][NH:6][C:5]3=[O:21])=[CH:18][CH:17]=1, predict the reactants needed to synthesize it. The reactants are: Br.[NH2:2][C:3]1[C:12]([C:13]2[CH:18]=[CH:17][C:16]([F:19])=[CH:15][CH:14]=2)=[CH:11][C:10]([OH:20])=[C:9]2[C:4]=1[C:5](=[O:21])[NH:6][CH:7]=[N:8]2.CCN(C(C)C)C(C)C.[C:31](Cl)(=[O:38])[C:32]1[CH:37]=[CH:36][CH:35]=[CH:34][CH:33]=1. (4) Given the product [Cl:32][C:30]1[CH:29]=[CH:28][C:24]([C:25]([NH:13][C:14]2[CH:21]=[CH:20][C:17]([CH2:18][NH:19][C:10]3[C:9]4[C:4](=[CH:5][CH:6]=[CH:7][CH:8]=4)[N:3]=[C:2]([NH:34][CH3:33])[N:11]=3)=[CH:16][CH:15]=2)=[O:26])=[C:23]([F:22])[CH:31]=1, predict the reactants needed to synthesize it. The reactants are: Cl[C:2]1[N:11]=[C:10](Cl)[C:9]2[C:4](=[CH:5][CH:6]=[CH:7][CH:8]=2)[N:3]=1.[NH2:13][C:14]1[CH:21]=[CH:20][C:17]([CH2:18][NH2:19])=[CH:16][CH:15]=1.[F:22][C:23]1[CH:31]=[C:30]([Cl:32])[CH:29]=[CH:28][C:24]=1[C:25](Cl)=[O:26].[CH3:33][NH2:34]. (5) Given the product [CH:29]1([C:2]2[CH:7]=[C:6]([C:8]([F:11])([F:10])[F:9])[CH:5]=[C:4]([CH2:12][O:13][CH2:14][C:15]3([C:22]4[CH:27]=[CH:26][C:25]([F:28])=[CH:24][CH:23]=4)[CH2:20][CH2:19][N:18]([CH3:21])[CH2:17][CH2:16]3)[N:3]=2)[CH2:31][CH2:30]1, predict the reactants needed to synthesize it. The reactants are: Cl[C:2]1[CH:7]=[C:6]([C:8]([F:11])([F:10])[F:9])[CH:5]=[C:4]([CH2:12][O:13][CH2:14][C:15]2([C:22]3[CH:27]=[CH:26][C:25]([F:28])=[CH:24][CH:23]=3)[CH2:20][CH2:19][N:18]([CH3:21])[CH2:17][CH2:16]2)[N:3]=1.[CH:29]1(B(O)O)[CH2:31][CH2:30]1.C(=O)([O-])[O-].[Cs+].[Cs+]. (6) Given the product [CH3:17][C:18]([NH:25][C:14]([C:12]1[CH:11]=[CH:10][CH:9]=[C:8]([C:4]2[CH:5]=[CH:6][CH:7]=[C:2]([Cl:1])[CH:3]=2)[N:13]=1)=[O:16])([C:20]1[O:21][CH:22]=[N:23][N:24]=1)[CH3:19], predict the reactants needed to synthesize it. The reactants are: [Cl:1][C:2]1[CH:3]=[C:4]([C:8]2[N:13]=[C:12]([C:14]([OH:16])=O)[CH:11]=[CH:10][CH:9]=2)[CH:5]=[CH:6][CH:7]=1.[CH3:17][C:18]([NH2:25])([C:20]1[O:21][CH:22]=[N:23][N:24]=1)[CH3:19]. (7) Given the product [Cl:1][C:2]1[CH:7]=[CH:6][C:5]([C:8]#[C:9][C:17]2[CH:22]=[CH:21][C:20]([CH3:23])=[CH:19][CH:18]=2)=[C:4]([CH:10]2[CH2:15][CH2:14][CH2:13][CH2:12][CH2:11]2)[CH:3]=1, predict the reactants needed to synthesize it. The reactants are: [Cl:1][C:2]1[CH:7]=[CH:6][C:5]([C:8]#[CH:9])=[C:4]([CH:10]2[CH2:15][CH2:14][CH2:13][CH2:12][CH2:11]2)[CH:3]=1.Br[C:17]1[CH:22]=[CH:21][C:20]([CH2:23]CCCCC)=[CH:19][CH:18]=1.C(=O)([O-])[O-].[Cs+].[Cs+].C1(P(C2CCCCC2)C2C=CC=CC=2C2C(C(C)C)=CC(C(C)C)=CC=2C(C)C)CCCCC1. (8) The reactants are: [C:1]1([OH:11])[C:10]2[CH2:9][CH2:8][CH2:7][CH2:6][C:5]=2[CH:4]=[CH:3][CH:2]=1.[H-].[Na+].Cl[CH2:15][O:16][CH3:17]. Given the product [CH3:15][O:16][CH2:17][O:11][C:1]1[CH:2]=[CH:3][CH:4]=[C:5]2[C:10]=1[CH2:9][CH2:8][CH2:7][CH2:6]2, predict the reactants needed to synthesize it. (9) Given the product [N+:12]([C:15]1[CH:16]=[C:17]([NH:18][C:2]2[CH:7]=[CH:6][CH:5]=[CH:4][C:3]=2[CH2:8][C:9]([OH:11])=[O:10])[CH:19]=[C:20]([N+:22]([O-:24])=[O:23])[CH:21]=1)([O-:14])=[O:13], predict the reactants needed to synthesize it. The reactants are: Br[C:2]1[CH:7]=[CH:6][CH:5]=[CH:4][C:3]=1[CH2:8][C:9]([OH:11])=[O:10].[N+:12]([C:15]1[CH:16]=[C:17]([CH:19]=[C:20]([N+:22]([O-:24])=[O:23])[CH:21]=1)[NH2:18])([O-:14])=[O:13]. (10) Given the product [NH:30]1[C:38]2[C:33](=[CH:34][CH:35]=[C:36]([NH:39][C:2]3[C:3]4[NH:20][N:19]=[CH:18][C:4]=4[N:5]=[C:6]([C:8]4[CH:9]=[C:10]([CH:15]=[CH:16][CH:17]=4)[C:11]([O:13][CH3:14])=[O:12])[N:7]=3)[CH:37]=2)[CH:32]=[N:31]1, predict the reactants needed to synthesize it. The reactants are: Cl[C:2]1[C:3]2[C:4](=[CH:18][N:19](CC3C=CC(OC)=CC=3)[N:20]=2)[N:5]=[C:6]([C:8]2[CH:9]=[C:10]([CH:15]=[CH:16][CH:17]=2)[C:11]([O:13][CH3:14])=[O:12])[N:7]=1.[NH:30]1[C:38]2[C:33](=[CH:34][CH:35]=[C:36]([NH2:39])[CH:37]=2)[CH:32]=[N:31]1.Cl.